This data is from Reaction yield outcomes from USPTO patents with 853,638 reactions. The task is: Predict the reaction yield, written as a fraction of the theoretical maximum amount of product (1.0 means a 100% yield; for example, 0.34 means a 34% yield). (1) The reactants are [Si:1]([O:8][CH:9]1[CH:14]2[C@@H:12](O2)[C:11](=[O:15])[CH2:10]1)([C:4]([CH3:7])([CH3:6])[CH3:5])([CH3:3])[CH3:2].[CH3:16][O:17][C:18](=[O:25])[CH2:19][S:20][CH2:21][CH2:22][CH2:23][SH:24].[Si](O[C@@H]1CC(=O)C=C1)(C(C)(C)C)(C)C. The catalyst is C(Cl)Cl. The product is [CH3:16][O:17][C:18](=[O:25])[CH2:19][S:20][CH2:21][CH2:22][CH2:23][S:24][C:12]1[C:11](=[O:15])[CH2:10][C@@H:9]([O:8][Si:1]([C:4]([CH3:5])([CH3:6])[CH3:7])([CH3:2])[CH3:3])[CH:14]=1. The yield is 0.800. (2) The reactants are [C:1]([OH:14])(=[O:13])/[CH:2]=[CH:3]/[C:4]1[CH:12]=[CH:11][C:9]([OH:10])=[C:6]([O:7][CH3:8])[CH:5]=1.C(OC(=O)C)(=O)C. The catalyst is C(Cl)(Cl)Cl. The product is [C:1]([OH:14])(=[O:13])[CH3:2].[C:1]([OH:14])(=[O:13])/[CH:2]=[CH:3]/[C:4]1[CH:12]=[CH:11][C:9]([OH:10])=[C:6]([O:7][CH3:8])[CH:5]=1. The yield is 0.920. (3) The reactants are [CH3:1][O:2][C:3]1[CH:4]=[C:5]([C:9]2[CH:14]=[CH:13][CH:12]=[C:11]([CH:15]=O)[CH:10]=2)[CH:6]=[CH:7][CH:8]=1.[NH2:17][CH2:18][CH2:19][C@H:20]1[O:24][C:23](=[O:25])[N:22]([C:26]2[CH:36]=[CH:35][C:29]3[S:30][CH2:31][C:32](=[O:34])[NH:33][C:28]=3[CH:27]=2)[CH2:21]1.[BH-](OC(C)=O)(OC(C)=O)OC(C)=O.[Na+]. The catalyst is C(Cl)Cl.CN(C=O)C. The product is [CH3:1][O:2][C:3]1[CH:4]=[C:5]([C:9]2[CH:14]=[CH:13][CH:12]=[C:11]([CH2:15][NH:17][CH2:18][CH2:19][C@H:20]3[O:24][C:23](=[O:25])[N:22]([C:26]4[CH:36]=[CH:35][C:29]5[S:30][CH2:31][C:32](=[O:34])[NH:33][C:28]=5[CH:27]=4)[CH2:21]3)[CH:10]=2)[CH:6]=[CH:7][CH:8]=1. The yield is 0.460. (4) The reactants are P([O-])([O-])(O)=O.[Na+].[Na+].S([O-])([O-])=O.[Na+].[Na+].[F:14][C:15]1[CH:20]=[CH:19][C:18]([S:21](Cl)(=[O:23])=[O:22])=[CH:17][CH:16]=1.Br[CH2:26][CH3:27]. The catalyst is O.CC(C)=O.[I-].C([N+](CCCC)(CCCC)CCCC)CCC. The product is [CH2:26]([S:21]([C:18]1[CH:19]=[CH:20][C:15]([F:14])=[CH:16][CH:17]=1)(=[O:23])=[O:22])[CH3:27]. The yield is 0.630. (5) The reactants are [OH:1][C:2]1[CH:3]=[C:4]2[C:8](=[CH:9][CH:10]=1)[NH:7][C:6](=[O:11])[C:5]2=O.[CH:13]1[C:18]([NH:19][NH2:20])=[CH:17][CH:16]=[C:15]([S:21]([NH2:24])(=[O:23])=[O:22])[CH:14]=1.Cl. No catalyst specified. The product is [OH:1][C:2]1[CH:3]=[C:4]2[C:8](=[CH:9][CH:10]=1)[NH:7][C:6](=[O:11])[C:5]2=[N:20][NH:19][C:18]1[CH:17]=[CH:16][C:15]([S:21]([NH2:24])(=[O:22])=[O:23])=[CH:14][CH:13]=1. The yield is 0.300. (6) The reactants are [NH:1]([C:3](=[O:14])[C@H:4]([NH:6][C:7](=[O:13])[O:8][C:9]([CH3:12])([CH3:11])[CH3:10])[CH3:5])[NH2:2].[CH:15](OCC)(OCC)OCC. The yield is 0.820. No catalyst specified. The product is [O:14]1[CH:15]=[N:2][N:1]=[C:3]1[C@H:4]([NH:6][C:7](=[O:13])[O:8][C:9]([CH3:10])([CH3:12])[CH3:11])[CH3:5].